Dataset: Forward reaction prediction with 1.9M reactions from USPTO patents (1976-2016). Task: Predict the product of the given reaction. The product is: [CH2:30]([NH:36][C:3](=[O:29])[C:4]1[CH:9]=[CH:8][N:7]=[C:6]([N:10]2[CH2:15][CH2:14][N:13]([C:16](=[O:28])[C:17]3[CH:22]=[C:21]([NH:38][CH2:37][CH2:6][CH2:5][CH2:4][CH2:9][CH3:8])[CH:20]=[CH:19][C:18]=3[C:24]([F:27])([F:26])[F:25])[CH2:12][CH2:11]2)[CH:5]=1)[CH2:31][CH2:32][CH2:33][CH2:34][CH3:35]. Given the reactants CO[C:3](=[O:29])[C:4]1[CH:9]=[CH:8][N:7]=[C:6]([N:10]2[CH2:15][CH2:14][N:13]([C:16](=[O:28])[C:17]3[CH:22]=[C:21](F)[CH:20]=[CH:19][C:18]=3[C:24]([F:27])([F:26])[F:25])[CH2:12][CH2:11]2)[CH:5]=1.[CH2:30]([NH2:36])[CH2:31][CH2:32][CH2:33][CH2:34][CH3:35].[C-:37]#[N:38].[Na+], predict the reaction product.